Task: Predict the reactants needed to synthesize the given product.. Dataset: Full USPTO retrosynthesis dataset with 1.9M reactions from patents (1976-2016) (1) Given the product [F:4][C:5]1[CH:10]=[CH:9][C:8]([N:11]([CH2:14][C:15]2[N:16]=[C:17]([C:20]3[CH:21]=[CH:22][CH:23]=[CH:24][CH:25]=3)[O:18][CH:19]=2)[NH2:12])=[CH:7][CH:6]=1, predict the reactants needed to synthesize it. The reactants are: [NH2-].[Na+].Cl.[F:4][C:5]1[CH:10]=[CH:9][C:8]([NH:11][NH2:12])=[CH:7][CH:6]=1.Br[CH2:14][C:15]1[N:16]=[C:17]([C:20]2[CH:25]=[CH:24][CH:23]=[CH:22][CH:21]=2)[O:18][CH:19]=1. (2) Given the product [Cl:1][C:2]1[CH:10]=[CH:9][C:8]2[N:7](/[CH:11]=[C:12](/[C:18]3[CH:23]=[CH:22][C:21]([F:24])=[CH:20][CH:19]=3)\[C:13]([F:16])([F:15])[F:14])[C:6]3[CH2:25][CH2:26][N:27]([CH3:29])[CH2:28][C:5]=3[C:4]=2[CH:3]=1, predict the reactants needed to synthesize it. The reactants are: [Cl:1][C:2]1[CH:10]=[CH:9][C:8]2[N:7]([CH2:11][C:12]([C:18]3[CH:23]=[CH:22][C:21]([F:24])=[CH:20][CH:19]=3)(O)[C:13]([F:16])([F:15])[F:14])[C:6]3[CH2:25][CH2:26][N:27]([CH3:29])[CH2:28][C:5]=3[C:4]=2[CH:3]=1.S(=O)(=O)(O)O.[OH-].[K+].